Regression. Given a peptide amino acid sequence and an MHC pseudo amino acid sequence, predict their binding affinity value. This is MHC class II binding data. From a dataset of Peptide-MHC class II binding affinity with 134,281 pairs from IEDB. (1) The peptide sequence is PSSASPWSWPDLDLK. The MHC is DRB5_0101 with pseudo-sequence DRB5_0101. The binding affinity (normalized) is 0. (2) The MHC is H-2-IAb with pseudo-sequence H-2-IAb. The binding affinity (normalized) is 0.484. The peptide sequence is AVGLFIRLLGGESDA. (3) The peptide sequence is KTRRFLPQILAECAR. The MHC is DRB1_0901 with pseudo-sequence DRB1_0901. The binding affinity (normalized) is 0.409.